From a dataset of Reaction yield outcomes from USPTO patents with 853,638 reactions. Predict the reaction yield, written as a fraction of the theoretical maximum amount of product (1.0 means a 100% yield; for example, 0.34 means a 34% yield). (1) The reactants are [H-].[Na+].F[C:4]1[CH:9]=[CH:8][C:7]([N+:10]([O-:12])=[O:11])=[CH:6][CH:5]=1.[F:13][C:14]1[CH:19]=[CH:18][C:17]([F:20])=[CH:16][C:15]=1[OH:21]. The catalyst is CN(C)C=O.O.Cl[Cu]. The product is [F:13][C:14]1[CH:19]=[CH:18][C:17]([F:20])=[CH:16][C:15]=1[O:21][C:4]1[CH:9]=[CH:8][C:7]([N+:10]([O-:12])=[O:11])=[CH:6][CH:5]=1. The yield is 0.810. (2) The reactants are [Cl:1][C:2]1[CH:3]=[C:4](F)[C:5]([C:8]([CH3:12])([CH3:11])[CH2:9][NH2:10])=[N:6][CH:7]=1.C(=O)([O-])[O-].[K+].[K+].CN1C(=O)CCC1. The catalyst is O. The product is [Cl:1][C:2]1[CH:3]=[C:4]2[NH:10][CH2:9][C:8]([CH3:12])([CH3:11])[C:5]2=[N:6][CH:7]=1. The yield is 0.710.